From a dataset of Full USPTO retrosynthesis dataset with 1.9M reactions from patents (1976-2016). Predict the reactants needed to synthesize the given product. (1) Given the product [OH:32][CH:30]([C:26]1[CH:25]=[C:24]([NH:23][C:17](=[O:19])[C:16]2[CH:15]=[CH:14][C:13]([S:10](=[O:12])(=[O:11])[N:9]([C:6]3[CH:5]=[CH:4][C:3]([O:2][CH3:1])=[CH:8][CH:7]=3)[CH3:22])=[CH:21][CH:20]=2)[CH:29]=[CH:28][CH:27]=1)[CH3:31], predict the reactants needed to synthesize it. The reactants are: [CH3:1][O:2][C:3]1[CH:8]=[CH:7][C:6]([N:9]([CH3:22])[S:10]([C:13]2[CH:21]=[CH:20][C:16]([C:17]([OH:19])=O)=[CH:15][CH:14]=2)(=[O:12])=[O:11])=[CH:5][CH:4]=1.[NH2:23][C:24]1[CH:25]=[C:26]([CH:30]([OH:32])[CH3:31])[CH:27]=[CH:28][CH:29]=1. (2) Given the product [CH3:13][O:12][C:10]([C:3]1[C:2]([Cl:22])=[N:7][C:6]([Cl:8])=[C:5]([Cl:9])[N:4]=1)=[O:11], predict the reactants needed to synthesize it. The reactants are: N[C:2]1[C:3]([C:10]([O:12][CH3:13])=[O:11])=[N:4][C:5]([Cl:9])=[C:6]([Cl:8])[N:7]=1.C(ON=O)CC(C)C.[ClH:22]. (3) Given the product [C:16]([N:5]1[CH2:6][CH2:7][CH:2]([OH:1])[CH2:3][CH2:4]1)([O:18][C:19]([CH3:22])([CH3:21])[CH3:20])=[O:17], predict the reactants needed to synthesize it. The reactants are: [OH:1][CH:2]1[CH2:7][CH2:6][NH:5][CH2:4][CH2:3]1.C(Cl)Cl.C1COCC1.[C:16](O[C:16]([O:18][C:19]([CH3:22])([CH3:21])[CH3:20])=[O:17])([O:18][C:19]([CH3:22])([CH3:21])[CH3:20])=[O:17]. (4) Given the product [CH3:21][N:22]1[CH:26]=[C:25]([NH:27][C:2]2[N:3]=[C:4]([NH:11][CH2:12][CH:13]3[CH2:16][N:15]([C:17](=[O:20])[CH:18]=[CH2:19])[CH2:14]3)[C:5]3[CH:10]=[CH:9][S:8][C:6]=3[N:7]=2)[CH:24]=[N:23]1, predict the reactants needed to synthesize it. The reactants are: Cl[C:2]1[N:3]=[C:4]([NH:11][CH2:12][CH:13]2[CH2:16][N:15]([C:17](=[O:20])[CH:18]=[CH2:19])[CH2:14]2)[C:5]2[CH:10]=[CH:9][S:8][C:6]=2[N:7]=1.[CH3:21][N:22]1[CH:26]=[C:25]([NH2:27])[CH:24]=[N:23]1.C1(P(C2C=CC=CC=2)C2C=CC3C(=CC=CC=3)C=2C2C3C(=CC=CC=3)C=CC=2P(C2C=CC=CC=2)C2C=CC=CC=2)C=CC=CC=1.C(=O)([O-])[O-].[Cs+].[Cs+]. (5) Given the product [CH3:1][N:2]([CH3:24])[CH2:3][CH2:4][O:5][C:6]1[CH:11]=[CH:10][C:9]2[C:12]3([CH2:22][O:23][C:8]=2[CH:7]=1)[C:20]1[C:15](=[CH:16][CH:17]=[CH:18][CH:19]=1)[N:14]([CH2:36][C@H:37]1[CH2:41][CH2:40][CH2:39][O:38]1)[C:13]3=[O:21], predict the reactants needed to synthesize it. The reactants are: [CH3:1][N:2]([CH3:24])[CH2:3][CH2:4][O:5][C:6]1[CH:11]=[CH:10][C:9]2[C:12]3([CH2:22][O:23][C:8]=2[CH:7]=1)[C:20]1[C:15](=[CH:16][CH:17]=[CH:18][CH:19]=1)[NH:14][C:13]3=[O:21].CC1C=CC(S(O[CH2:36][C@H:37]2[CH2:41][CH2:40][CH2:39][O:38]2)(=O)=O)=CC=1.C(=O)([O-])[O-].[Cs+].[Cs+]. (6) Given the product [F:43][C:40]1[CH:39]=[CH:38][C:37]([CH:30]([C:27]2[CH:28]=[CH:29][C:24]([F:23])=[CH:25][CH:26]=2)[N:31]2[CH2:32][CH2:33][N:34]([CH2:21][CH2:20][CH2:19][C:9]3[CH:10]=[C:11]([C:12]4[CH:17]=[CH:16][C:15]([CH3:18])=[CH:14][CH:13]=4)[N:7]([C:1]4[CH:6]=[CH:5][CH:4]=[CH:3][CH:2]=4)[N:8]=3)[CH2:35][CH2:36]2)=[CH:42][CH:41]=1, predict the reactants needed to synthesize it. The reactants are: [C:1]1([N:7]2[C:11]([C:12]3[CH:17]=[CH:16][C:15]([CH3:18])=[CH:14][CH:13]=3)=[CH:10][C:9]([CH2:19][CH2:20][CH:21]=O)=[N:8]2)[CH:6]=[CH:5][CH:4]=[CH:3][CH:2]=1.[F:23][C:24]1[CH:29]=[CH:28][C:27]([CH:30]([C:37]2[CH:42]=[CH:41][C:40]([F:43])=[CH:39][CH:38]=2)[N:31]2[CH2:36][CH2:35][NH:34][CH2:33][CH2:32]2)=[CH:26][CH:25]=1.CCN(C(C)C)C(C)C.[BH-](OC(C)=O)(OC(C)=O)OC(C)=O.[Na+]. (7) The reactants are: [CH3:1][C:2]1[C:3](=O)[NH:4][CH:5]=[N:6][CH:7]=1.P(Cl)(Cl)([Cl:11])=O. Given the product [ClH:11].[Cl:11][C:3]1[C:2]([CH3:1])=[CH:7][N:6]=[CH:5][N:4]=1, predict the reactants needed to synthesize it. (8) Given the product [N:13]([CH2:2][C:3]1[S:4][C:5]([C:8]2[NH:12][N:11]=[CH:10][CH:9]=2)=[N:6][N:7]=1)=[N+:14]=[N-:15], predict the reactants needed to synthesize it. The reactants are: Cl[CH2:2][C:3]1[S:4][C:5]([C:8]2[NH:12][N:11]=[CH:10][CH:9]=2)=[N:6][N:7]=1.[N-:13]=[N+:14]=[N-:15].[Na+]. (9) Given the product [CH3:1][O:2][C:3]1[N:8]=[C:7]2[S:12][C:10]([NH2:11])=[N:9][C:6]2=[CH:5][CH:4]=1, predict the reactants needed to synthesize it. The reactants are: [CH3:1][O:2][C:3]1[N:8]=[CH:7][C:6]([NH2:9])=[CH:5][CH:4]=1.[C:10]([S-:12])#[N:11].[K+].BrBr.